This data is from Forward reaction prediction with 1.9M reactions from USPTO patents (1976-2016). The task is: Predict the product of the given reaction. (1) Given the reactants [NH:1]1[CH:8]=[CH:7][C:5]([NH2:6])=[N:4][C:2]1=[O:3].I[C@H:10]1[C@H:17]2[CH2:18][C@H:13]([CH2:14][C:15](=[O:19])[NH:16]2)[CH2:12][CH2:11]1.C([O-])([O-])=O.[K+].[K+], predict the reaction product. The product is: [O:19]=[C:15]1[CH2:14][C@H:13]2[CH2:18][C@H:17]([C@H:10]([N:1]3[CH:8]=[CH:7][C:5]([NH2:6])=[N:4][C:2]3=[O:3])[CH2:11][CH2:12]2)[NH:16]1. (2) Given the reactants [OH-].[Na+].[F:3][C:4]1[C:13]([N:14]([CH3:23])[C:15](=[O:22])[C:16]2[CH:21]=[CH:20][CH:19]=[CH:18][CH:17]=2)=[CH:12][CH:11]=[CH:10][C:5]=1[C:6]([O:8]C)=[O:7], predict the reaction product. The product is: [F:3][C:4]1[C:13]([N:14]([CH3:23])[C:15](=[O:22])[C:16]2[CH:17]=[CH:18][CH:19]=[CH:20][CH:21]=2)=[CH:12][CH:11]=[CH:10][C:5]=1[C:6]([OH:8])=[O:7]. (3) Given the reactants C([N:8]1[CH:12]=[C:11]([C:13]2[CH:18]=[CH:17][C:16]([NH:19][C:20](=[O:34])[C@H:21]([NH:26]C(=O)OC(C)(C)C)[CH2:22][CH:23]([CH3:25])[CH3:24])=[CH:15][C:14]=2[O:35][CH:36]([F:38])[F:37])[CH:10]=[N:9]1)C1C=CC=CC=1.C([O-])=O.[NH4+].C(O)(C(F)(F)F)=O, predict the reaction product. The product is: [NH2:26][CH:21]([CH2:22][CH:23]([CH3:25])[CH3:24])[C:20]([NH:19][C:16]1[CH:17]=[CH:18][C:13]([C:11]2[CH:12]=[N:8][NH:9][CH:10]=2)=[C:14]([O:35][CH:36]([F:37])[F:38])[CH:15]=1)=[O:34]. (4) Given the reactants [CH3:1][O:2][C:3]([CH:5]1[N:9]2[C:10](=[O:30])[C:11]([CH:28]=[O:29])=[C:12]([CH2:17][C:18]3[C:27]4[C:22](=[CH:23][CH:24]=[CH:25][CH:26]=4)[CH:21]=[CH:20][CH:19]=3)[C:13]([CH:14]3[CH2:16][CH2:15]3)=[C:8]2[S:7][CH2:6]1)=[O:4].CSC.C1COCC1, predict the reaction product. The product is: [CH3:1][O:2][C:3]([C@H:5]1[N:9]2[C:10](=[O:30])[C:11]([CH2:28][OH:29])=[C:12]([CH2:17][C:18]3[C:27]4[C:22](=[CH:23][CH:24]=[CH:25][CH:26]=4)[CH:21]=[CH:20][CH:19]=3)[C:13]([CH:14]3[CH2:16][CH2:15]3)=[C:8]2[S:7][CH2:6]1)=[O:4].